From a dataset of Catalyst prediction with 721,799 reactions and 888 catalyst types from USPTO. Predict which catalyst facilitates the given reaction. (1) Reactant: [CH2:1]([N:3]([C:17]1[C:22]2[CH2:23][CH:24]=[CH:25][CH2:26][CH2:27][CH2:28][C:29]3[CH:38]=[C:37]([CH3:39])[CH:36]=[C:35]([O:40]C)[C:30]=3[CH2:31][NH:32][C:33](=[O:34])[C:21]=2[CH:20]=[N:19][CH:18]=1)[CH:4]1[CH2:9][CH2:8][N:7](C(OC(C)(C)C)=O)[CH2:6][CH2:5]1)[CH3:2].Cl. Product: [CH2:1]([N:3]([CH:4]1[CH2:5][CH2:6][NH:7][CH2:8][CH2:9]1)[C:17]1[C:22]2[CH2:23][CH:24]=[CH:25][CH2:26][CH2:27][CH2:28][C:29]3[CH:38]=[C:37]([CH3:39])[CH2:36][C:35](=[O:40])[C:30]=3[CH2:31][NH:32][C:33](=[O:34])[C:21]=2[CH:20]=[N:19][CH:18]=1)[CH3:2]. The catalyst class is: 169. (2) Reactant: [NH2:1][C:2]1[CH:7]=[CH:6][C:5]([CH3:8])=[C:4]([CH3:9])[C:3]=1[NH2:10].[N+:11]([C:14]1[CH:22]=[CH:21][C:17]([C:18](O)=O)=[CH:16][CH:15]=1)([O-:13])=[O:12]. Product: [N+:11]([C:14]1[CH:22]=[CH:21][C:17]([C:18]2[NH:10][C:3]3[C:4]([CH3:9])=[C:5]([CH3:8])[CH:6]=[CH:7][C:2]=3[N:1]=2)=[CH:16][CH:15]=1)([O-:13])=[O:12]. The catalyst class is: 265. (3) Reactant: [C:1]1([C:7]2[N:12]=[C:11]([C:13]([OH:15])=[O:14])[CH:10]=[CH:9][C:8]=2[F:16])[CH2:6][CH2:5][CH2:4][CH2:3][CH:2]=1. Product: [CH:1]1([C:7]2[N:12]=[C:11]([C:13]([OH:15])=[O:14])[CH:10]=[CH:9][C:8]=2[F:16])[CH2:2][CH2:3][CH2:4][CH2:5][CH2:6]1. The catalyst class is: 19. (4) Reactant: [F-].C([N+](CCCC)(CCCC)CCCC)CCC.C([SiH2]OC(C)(C)C1C=CC=C(C)C=1N[C:34]([N:36]1[CH2:41][CH2:40][N:39]([C:42]2[CH:47]=[CH:46][C:45]([NH:48][C:49]([NH:51][C:52]3[CH:57]=[C:56]([CH3:58])[CH:55]=[CH:54][C:53]=3[O:59][CH3:60])=[O:50])=[CH:44][CH:43]=2)[CH2:38][CH2:37]1)=[O:35])(C)(C)C.[O:63]1CCCC1. Product: [CH3:60][O:59][C:53]1[CH:54]=[CH:55][C:56]([CH3:58])=[CH:57][C:52]=1[NH:51][C:49](=[O:50])[NH:48][C:45]1[CH:44]=[CH:43][C:42]([N:39]2[CH2:38][CH2:37][N:36]([C:34]([OH:35])=[O:63])[CH2:41][CH2:40]2)=[CH:47][CH:46]=1. The catalyst class is: 13. (5) Reactant: [CH2:1]([NH2:4])[CH:2]=[CH2:3].[Cl:5][C:6]1[S:10][C:9]([C:11](Cl)=[O:12])=[CH:8][CH:7]=1. Product: [CH2:1]([NH:4][C:11]([C:9]1[S:10][C:6]([Cl:5])=[CH:7][CH:8]=1)=[O:12])[CH:2]=[CH2:3]. The catalyst class is: 877. (6) Reactant: Br[C:2]1[C:10]2[O:9][CH:8]=[C:7]([CH2:11][N:12]3[CH2:17][CH2:16][N:15]([C:18]([O:20][C:21]([CH3:24])([CH3:23])[CH3:22])=[O:19])[CH2:14][CH2:13]3)[C:6]=2[CH:5]=[CH:4][CH:3]=1. Product: [CH3:21][O:20][C:18]([C:2]1[C:10]2[O:9][CH:8]=[C:7]([CH2:11][N:12]3[CH2:17][CH2:16][N:15]([C:18]([O:20][C:21]([CH3:24])([CH3:23])[CH3:22])=[O:19])[CH2:14][CH2:13]3)[C:6]=2[CH:5]=[CH:4][CH:3]=1)=[O:19]. The catalyst class is: 5. (7) Reactant: [C:1]([C:3]1[N:4]=[CH:5][NH:6][C:7]=1[C:8]#[N:9])#[N:2].C(=O)([O-])[O-].[K+].[K+].[CH2:16](Cl)[C:17]1[CH:22]=[CH:21][CH:20]=[CH:19][CH:18]=1. Product: [CH2:16]([N:4]1[C:3]([C:1]#[N:2])=[C:7]([C:8]#[N:9])[N:6]=[CH:5]1)[C:17]1[CH:22]=[CH:21][CH:20]=[CH:19][CH:18]=1. The catalyst class is: 9.